Dataset: Reaction yield outcomes from USPTO patents with 853,638 reactions. Task: Predict the reaction yield, written as a fraction of the theoretical maximum amount of product (1.0 means a 100% yield; for example, 0.34 means a 34% yield). The reactants are [C:1]([NH:4][C:5]1[CH:10]=[CH:9][C:8]([S:11]([O-:13])=[O:12])=[CH:7][CH:6]=1)(=[O:3])[CH3:2].[Na+].[CH3:15][O:16][C:17]1[CH:22]=[CH:21][C:20](B(O)O)=[CH:19][CH:18]=1.CCN(CC)CC.[NH4+].[OH-]. The catalyst is O1CCOCC1.CS(C)=O.[Cl-].[Na+].O.CC([O-])=O.CC([O-])=O.[Cu+2].CCOC(C)=O. The product is [CH3:15][O:16][C:17]1[CH:22]=[CH:21][C:20]([S:11]([C:8]2[CH:7]=[CH:6][C:5]([NH:4][C:1](=[O:3])[CH3:2])=[CH:10][CH:9]=2)(=[O:13])=[O:12])=[CH:19][CH:18]=1. The yield is 0.720.